From a dataset of Full USPTO retrosynthesis dataset with 1.9M reactions from patents (1976-2016). Predict the reactants needed to synthesize the given product. (1) Given the product [F:1][C:2]1[CH:10]=[CH:9][CH:8]=[C:7]([I:11])[C:3]=1[C:4]([NH:53][CH2:52][C:40]1([C:34]2[CH:35]=[CH:36][CH:37]=[CH:38][CH:39]=2)[CH2:45][CH2:44][N:43]([S:46]([CH2:49][CH2:50][CH3:51])(=[O:48])=[O:47])[CH2:42][CH2:41]1)=[O:6], predict the reactants needed to synthesize it. The reactants are: [F:1][C:2]1[CH:10]=[CH:9][CH:8]=[C:7]([I:11])[C:3]=1[C:4]([OH:6])=O.C1C=CC2N(O)N=NC=2C=1.N=C=N.CCN(C(C)C)C(C)C.[C:34]1([C:40]2([CH2:52][NH2:53])[CH2:45][CH2:44][N:43]([S:46]([CH2:49][CH2:50][CH3:51])(=[O:48])=[O:47])[CH2:42][CH2:41]2)[CH:39]=[CH:38][CH:37]=[CH:36][CH:35]=1. (2) Given the product [CH2:18]([N:8]([CH2:1][C:2]1[CH:3]=[CH:4][CH:5]=[CH:6][CH:7]=1)[CH:9]([CH2:13][O:14][CH:15]([F:16])[F:17])[C:10]([NH:48][CH2:41][C:42]1[CH:47]=[CH:46][CH:45]=[CH:44][CH:43]=1)=[O:12])[C:19]1[CH:20]=[CH:21][CH:22]=[CH:23][CH:24]=1, predict the reactants needed to synthesize it. The reactants are: [CH2:1]([N:8]([CH2:18][C:19]1[CH:24]=[CH:23][CH:22]=[CH:21][CH:20]=1)[CH:9]([CH2:13][O:14][CH:15]([F:17])[F:16])[C:10]([OH:12])=O)[C:2]1[CH:7]=[CH:6][CH:5]=[CH:4][CH:3]=1.C(N(CC)CC)C.ClC(OCC(C)C)=O.Cl.[CH2:41]([NH2:48])[C:42]1[CH:47]=[CH:46][CH:45]=[CH:44][CH:43]=1. (3) Given the product [CH2:10]([NH:5][C@H:6]([CH3:9])[CH2:7][OH:8])[C:11]1[CH:16]=[CH:15][CH:14]=[CH:13][CH:12]=1, predict the reactants needed to synthesize it. The reactants are: CC(O)=O.[NH2:5][C@H:6]([CH3:9])[CH2:7][OH:8].[CH:10](=O)[C:11]1[CH:16]=[CH:15][CH:14]=[CH:13][CH:12]=1.[BH3-]C#N.[Na+]. (4) Given the product [Cl:24][C:17]1[N:16]=[C:15]2[C:20]([N:21]=[CH:22][N:14]2[C@@H:12]2[CH2:13][C@H:9]([N:8]([C:27]([O:29][C:30]([CH3:32])([CH3:33])[CH3:31])=[O:28])[C:1]([O:3][C:4]([CH3:5])([CH3:7])[CH3:6])=[O:2])[CH:10]=[CH:11]2)=[C:19]([NH:49][CH2:48][CH:47]([C:41]2[CH:46]=[CH:45][CH:44]=[CH:43][CH:42]=2)[C:50]2[CH:55]=[CH:54][CH:53]=[CH:52][CH:51]=2)[N:18]=1, predict the reactants needed to synthesize it. The reactants are: [C:1]([N:8]([C:27]([O:29][C:30]([CH3:33])([CH3:32])[CH3:31])=[O:28])[C@H:9]1[CH2:13][C@@H:12]([N:14]2[CH:22]=[N:21][C:20]3[C:15]2=[N:16][C:17]([Cl:24])=[N:18][C:19]=3Cl)[C@H:11](O)[C@@H:10]1O)([O:3][C:4]([CH3:7])([CH3:6])[CH3:5])=[O:2].C(NC(C)C)(C)C.[C:41]1([CH:47]([C:50]2[CH:55]=[CH:54][CH:53]=[CH:52][CH:51]=2)[CH2:48][NH2:49])[CH:46]=[CH:45][CH:44]=[CH:43][CH:42]=1.